This data is from Full USPTO retrosynthesis dataset with 1.9M reactions from patents (1976-2016). The task is: Predict the reactants needed to synthesize the given product. (1) Given the product [CH3:22][O:21][C:18]1[CH:17]=[CH:16][C:15]([N:13]([CH3:14])[C:11]2[C:10]3[C:5](=[CH:6][CH:7]=[CH:8][CH:9]=3)[N:4]=[C:3]([CH2:2][NH:1][C:23](=[O:29])[CH2:24][CH2:25][C:26]([OH:28])=[O:27])[N:12]=2)=[CH:20][CH:19]=1, predict the reactants needed to synthesize it. The reactants are: [NH2:1][CH2:2][C:3]1[N:12]=[C:11]([N:13]([C:15]2[CH:20]=[CH:19][C:18]([O:21][CH3:22])=[CH:17][CH:16]=2)[CH3:14])[C:10]2[C:5](=[CH:6][CH:7]=[CH:8][CH:9]=2)[N:4]=1.[C:23]1(=[O:29])[O:28][C:26](=[O:27])[CH2:25][CH2:24]1. (2) Given the product [CH2:1]([O:8][C:9]1[CH:10]=[CH:11][C:12]([C@@H:20]([O:23][Si:24]([C:27]([CH3:30])([CH3:29])[CH3:28])([CH3:26])[CH3:25])[CH2:21][NH:31][C:32]([CH3:43])([CH3:42])[CH2:33][C:34]2[CH:39]=[CH:38][CH:37]=[C:36]([CH2:40][OH:41])[CH:35]=2)=[C:13]2[C:18]=1[NH:17][C:16](=[O:19])[CH:15]=[CH:14]2)[C:2]1[CH:7]=[CH:6][CH:5]=[CH:4][CH:3]=1, predict the reactants needed to synthesize it. The reactants are: [CH2:1]([O:8][C:9]1[CH:10]=[CH:11][C:12]([C@@H:20]([O:23][Si:24]([C:27]([CH3:30])([CH3:29])[CH3:28])([CH3:26])[CH3:25])[CH2:21]Br)=[C:13]2[C:18]=1[NH:17][C:16](=[O:19])[CH:15]=[CH:14]2)[C:2]1[CH:7]=[CH:6][CH:5]=[CH:4][CH:3]=1.[NH2:31][C:32]([CH3:43])([CH3:42])[CH2:33][C:34]1[CH:35]=[C:36]([CH2:40][OH:41])[CH:37]=[CH:38][CH:39]=1.[I-].[Na+].CCN(C(C)C)C(C)C. (3) Given the product [F:1][C:2]1[CH:7]=[CH:6][C:5]2[N:8]=[C:9]([C@@H:10]([NH:12][C:13]3[N:21]=[CH:20][N:19]=[C:18]4[C:14]=3[N:15]=[CH:16][NH:17]4)[CH3:11])[N:23]([C:24]3[CH:29]=[CH:28][N:27]=[CH:26][N:25]=3)[C:4]=2[CH:3]=1, predict the reactants needed to synthesize it. The reactants are: [F:1][C:2]1[CH:7]=[CH:6][C:5]([NH:8][C:9](=S)[C@@H:10]([NH:12][C:13]2[N:21]=[CH:20][N:19]=[C:18]3[C:14]=2[N:15]=[CH:16][NH:17]3)[CH3:11])=[C:4]([NH:23][C:24]2[CH:29]=[CH:28][N:27]=[CH:26][N:25]=2)[CH:3]=1.